From a dataset of Orexin1 receptor HTS with 218,158 compounds and 233 confirmed actives. Binary Classification. Given a drug SMILES string, predict its activity (active/inactive) in a high-throughput screening assay against a specified biological target. The molecule is O=C(N1C2CCC1C(=C(C2)c1c(OC)c(OC)ccc1)C(OC)=O)N1CCCCC1. The result is 0 (inactive).